This data is from Catalyst prediction with 721,799 reactions and 888 catalyst types from USPTO. The task is: Predict which catalyst facilitates the given reaction. (1) Reactant: [CH3:1][O:2][C:3]1[CH:28]=[CH:27][C:6]([CH2:7][N:8]2[C:12]3=[N:13][CH:14]=[CH:15][C:16]([O:17][C:18]4[CH:23]=[CH:22][C:21]([NH2:24])=[CH:20][C:19]=4[F:25])=[C:11]3[C:10](I)=[N:9]2)=[CH:5][CH:4]=1.[NH2:29][C@@H:30]1[CH2:35][CH2:34][N:33]([C:36]([O:38][C:39]([CH3:42])([CH3:41])[CH3:40])=[O:37])[CH2:32][C@@H:31]1[F:43].N1CCC[C@H]1C(O)=O.C([O-])([O-])=O.[K+].[K+]. Product: [CH3:1][O:2][C:3]1[CH:28]=[CH:27][C:6]([CH2:7][N:8]2[C:12]3=[N:13][CH:14]=[CH:15][C:16]([O:17][C:18]4[CH:23]=[CH:22][C:21]([NH2:24])=[CH:20][C:19]=4[F:25])=[C:11]3[C:10]([NH:29][C@H:30]3[CH2:35][CH2:34][N:33]([C:36]([O:38][C:39]([CH3:41])([CH3:40])[CH3:42])=[O:37])[CH2:32][C@H:31]3[F:43])=[N:9]2)=[CH:5][CH:4]=1. The catalyst class is: 419. (2) Reactant: [F:1][C:2]1[CH:7]=[CH:6][C:5]([C:8]2[C:9](=[O:25])[NH:10][N:11]=[C:12]([CH3:24])[C:13]=2[C:14]2[CH:19]=[CH:18][C:17]([S:20]([CH3:23])(=[O:22])=[O:21])=[CH:16][CH:15]=2)=[CH:4][CH:3]=1.[F:26][C:27]([F:31])([F:30])[CH2:28]I.C(=O)([O-])[O-].[Na+].[Na+]. Product: [F:26][C:27]([F:31])([F:30])[CH2:28][N:10]1[C:9](=[O:25])[C:8]([C:5]2[CH:4]=[CH:3][C:2]([F:1])=[CH:7][CH:6]=2)=[C:13]([C:14]2[CH:19]=[CH:18][C:17]([S:20]([CH3:23])(=[O:22])=[O:21])=[CH:16][CH:15]=2)[C:12]([CH3:24])=[N:11]1. The catalyst class is: 3. (3) Reactant: Br[C:2]1[CH:46]=[CH:45][C:5]([O:6][CH2:7][CH2:8][C@H:9]2[N:14]([C:15]([C:17]3[N:18]=[CH:19][N:20]([C@@H:28]4[CH2:33][CH2:32][CH2:31][CH2:30][C@@:29]4([OH:37])[CH2:34][O:35][CH3:36])[C:21]=3[C:22]3[CH:27]=[CH:26][CH:25]=[CH:24][CH:23]=3)=[O:16])[CH2:13][CH2:12][N:11]([C:38]([O:40][C:41]([CH3:44])([CH3:43])[CH3:42])=[O:39])[CH2:10]2)=[C:4]([F:47])[CH:3]=1.C(=O)([O-])[O-].[K+].[K+].[NH:54]1[CH:58]=[CH:57][CH:56]=[N:55]1.O. Product: [F:47][C:4]1[CH:3]=[C:2]([N:54]2[CH:58]=[CH:57][CH:56]=[N:55]2)[CH:46]=[CH:45][C:5]=1[O:6][CH2:7][CH2:8][C@H:9]1[N:14]([C:15]([C:17]2[N:18]=[CH:19][N:20]([C@@H:28]3[CH2:33][CH2:32][CH2:31][CH2:30][C@@:29]3([OH:37])[CH2:34][O:35][CH3:36])[C:21]=2[C:22]2[CH:27]=[CH:26][CH:25]=[CH:24][CH:23]=2)=[O:16])[CH2:13][CH2:12][N:11]([C:38]([O:40][C:41]([CH3:44])([CH3:43])[CH3:42])=[O:39])[CH2:10]1. The catalyst class is: 870. (4) Reactant: O1CCOCC1.[CH3:7][CH2:8][C@@H:9]1[NH:52][C:50](=[O:51])[C@H:49]([C@H:53]([OH:60])[C@@H:54]([CH2:56]/[CH:57]=[CH:58]/[CH3:59])[CH3:55])[N:48]([CH3:61])[C:46](=[O:47])[C@H:45]([CH:62]([CH3:64])[CH3:63])[N:44]([CH3:65])[C:42](=[O:43])[C@H:41]([CH2:66][CH:67]([CH3:69])[CH3:68])[N:40]([CH3:70])[C:38](=[O:39])[C@H:37]([CH2:71][CH:72]([CH3:74])[CH3:73])[N:36]([CH3:75])[C:34](=[O:35])[C@@H:33]([CH3:76])[NH:32][C:30](=[O:31])[C@H:29]([CH3:77])[NH:28][C:26](=[O:27])[C@H:25]([CH2:78][CH:79]([CH3:81])[CH3:80])[N:24]([CH3:82])[C:22](=[O:23])[C@H:21]([CH:83]([CH3:85])[CH3:84])[NH:20][C:18](=[O:19])[C@H:17]([CH2:86][CH:87]([CH3:89])[CH3:88])[N:16]([CH3:90])[C:14](=[O:15])[CH2:13][N:12]([CH3:91])[C:10]1=[O:11].CS(O)(=O)=O.[OH-].[Na+]. Product: [CH3:7][CH2:8][C@@H:9]1[NH:52][C:50](=[O:51])[C@H:49]([C@H:53]([OH:60])[C@@H:54]([CH2:56]/[CH:57]=[CH:58]/[CH3:59])[CH3:55])[N:48]([CH3:61])[C:46](=[O:47])[C@@H:45]([CH:62]([CH3:63])[CH3:64])[N:44]([CH3:65])[C:42](=[O:43])[C@H:41]([CH2:66][CH:67]([CH3:68])[CH3:69])[N:40]([CH3:70])[C:38](=[O:39])[C@H:37]([CH2:71][CH:72]([CH3:74])[CH3:73])[N:36]([CH3:75])[C:34](=[O:35])[C@@H:33]([CH3:76])[NH:32][C:30](=[O:31])[C@H:29]([CH3:77])[NH:28][C:26](=[O:27])[C@H:25]([CH2:78][CH:79]([CH3:81])[CH3:80])[N:24]([CH3:82])[C:22](=[O:23])[C@H:21]([CH:83]([CH3:85])[CH3:84])[NH:20][C:18](=[O:19])[C@H:17]([CH2:86][CH:87]([CH3:89])[CH3:88])[N:16]([CH3:90])[C:14](=[O:15])[CH2:13][N:12]([CH3:91])[C:10]1=[O:11]. The catalyst class is: 4. (5) Reactant: [H][H].[CH2:3]=[CH:4][C:5]1[CH:10]=[CH:9][CH:8]=[CH:7][CH:6]=1.[C:11]([O:16][CH3:17])(=[O:15])[CH:12]([CH3:14])[CH3:13]. Product: [C:11]([O:16][CH3:17])(=[O:15])[C:12]([CH3:14])=[CH2:13].[CH2:3]=[CH:4][C:5]1[CH:10]=[CH:9][CH:8]=[CH:7][CH:6]=1.[CH:4]([CH:5]1[CH2:10][CH2:9][CH2:8][CH2:7][CH2:6]1)=[CH2:3]. The catalyst class is: 45.